From a dataset of Full USPTO retrosynthesis dataset with 1.9M reactions from patents (1976-2016). Predict the reactants needed to synthesize the given product. (1) The reactants are: [N+:1]([C:4]1[C:5]([CH:14]=[O:15])=[CH:6][CH:7]=[C:8]2[C:13]=1[N:12]=[CH:11][CH:10]=[CH:9]2)([O-:3])=[O:2].[CH3:16][O:17][C:18]1[CH:23]=[C:22]([O:24][CH3:25])[CH:21]=[CH:20][C:19]=1[Mg]Br. Given the product [CH3:16][O:17][C:18]1[CH:23]=[C:22]([O:24][CH3:25])[CH:21]=[CH:20][C:19]=1[CH:14]([C:5]1[C:4]([N+:1]([O-:3])=[O:2])=[C:13]2[C:8]([CH:9]=[CH:10][CH:11]=[N:12]2)=[CH:7][CH:6]=1)[OH:15], predict the reactants needed to synthesize it. (2) Given the product [ClH:40].[ClH:40].[OH:32][C@H:25]([C:26]1[CH:27]=[N:28][CH:29]=[CH:30][CH:31]=1)[CH2:24][NH:23][CH2:22][CH2:21][CH2:20][C:17]1[CH:16]=[CH:15][C:14]([C:6]2[CH:7]=[CH:8][C:9]([C:11]([OH:13])=[O:12])=[CH:10][CH:5]=2)=[CH:19][CH:18]=1, predict the reactants needed to synthesize it. The reactants are: C([C:5]1[CH:10]=[C:9]([C:11]([OH:13])=[O:12])[CH:8]=[CH:7][C:6]=1[C:14]1[CH:19]=[CH:18][C:17]([CH2:20][CH2:21][CH2:22][N:23](C(OC(C)(C)C)=O)[CH2:24][C@H:25]([OH:32])[C:26]2[CH:27]=[N:28][CH:29]=[CH:30][CH:31]=2)=[CH:16][CH:15]=1)(C)(C)C.[ClH:40]. (3) Given the product [ClH:37].[ClH:37].[CH3:1][C:2]1[CH:36]=[C:5]2[N:6]=[CH:7][C:8]3[CH2:12][N:11]([C@@H:13]4[CH2:18][C@H:17]([NH2:19])[C@@H:16]([C:27]5[CH:32]=[C:31]([F:33])[C:30]([F:34])=[CH:29][C:28]=5[F:35])[CH2:15][CH2:14]4)[CH2:10][C:9]=3[N:4]2[N:3]=1, predict the reactants needed to synthesize it. The reactants are: [CH3:1][C:2]1[CH:36]=[C:5]2[N:6]=[CH:7][C:8]3[CH2:12][N:11]([C@@H:13]4[CH2:18][C@H:17]([NH:19]C(=O)OC(C)(C)C)[C@@H:16]([C:27]5[CH:32]=[C:31]([F:33])[C:30]([F:34])=[CH:29][C:28]=5[F:35])[CH2:15][CH2:14]4)[CH2:10][C:9]=3[N:4]2[N:3]=1.[ClH:37]. (4) Given the product [F:1][CH2:2][C@H:3]1[CH2:7][N:6]([C@@H:8]([C:10]2[CH:15]=[CH:14][CH:13]=[CH:12][CH:11]=2)[CH3:9])[C:5](=[O:16])[C@@H:4]1[C:18]([O:20][CH2:21][CH3:22])=[O:19], predict the reactants needed to synthesize it. The reactants are: [F:1][CH2:2][C@H:3]1[CH2:7][N:6]([C@@H:8]([C:10]2[CH:15]=[CH:14][CH:13]=[CH:12][CH:11]=2)[CH3:9])[C:5](=[O:16])[CH2:4]1.Cl[C:18]([O:20][CH2:21][CH3:22])=[O:19].C[Si]([N-][Si](C)(C)C)(C)C.[Li+].[Cl-].[NH4+]. (5) Given the product [CH:12]([NH:8][C:21]([C:20]1[C:19]2[C:18](=[CH:26][N:25]([CH2:27][C:28]3[CH:29]=[CH:30][C:31]([O:34][CH3:35])=[CH:32][CH:33]=3)[N:24]=2)[CH:17]=[C:16]([CH3:36])[C:15]=1[NH:14][C:13]([C:12]1[N:8]([C:3]2[C:2]([Cl:1])=[CH:7][CH:6]=[CH:5][N:4]=2)[N:9]=[C:10]([O:37][CH3:38])[CH:11]=1)=[O:22])=[O:23])([CH3:13])[CH3:11], predict the reactants needed to synthesize it. The reactants are: [Cl:1][C:2]1[C:3]([N:8]2[C:12]([C:13]3[O:22][C:21](=[O:23])[C:20]4[C:19]5=[N:24][N:25]([CH2:27][C:28]6[CH:33]=[CH:32][C:31]([O:34][CH3:35])=[CH:30][CH:29]=6)[CH:26]=[C:18]5[CH:17]=[C:16]([CH3:36])[C:15]=4[N:14]=3)=[CH:11][C:10]([O:37][CH3:38])=[N:9]2)=[N:4][CH:5]=[CH:6][CH:7]=1. (6) Given the product [CH3:1][O:2][C:3]([C:4]1[CH:5]=[C:6]2[C:11](=[CH:12][CH:13]=1)[CH2:14][N:34]([CH2:33][CH2:32][NH:31][C:26]1[CH:27]=[CH:28][CH:29]=[CH:30][N:25]=1)[C:7]2=[O:9])=[O:17], predict the reactants needed to synthesize it. The reactants are: [CH3:1][O:2][C:3](=[O:17])[C:4]1[CH:13]=[CH:12][C:11]([CH2:14]CBr)=[C:6]([C:7]([O:9]C)=O)[CH:5]=1.CCN(CC)CC.[N:25]1[CH:30]=[CH:29][CH:28]=[CH:27][C:26]=1[NH:31][CH2:32][CH2:33][NH2:34].